Dataset: Full USPTO retrosynthesis dataset with 1.9M reactions from patents (1976-2016). Task: Predict the reactants needed to synthesize the given product. (1) The reactants are: [CH3:1][S:2]([C:5]1[CH:10]=[CH:9][CH:8]=[CH:7][C:6]=1[S:11](Cl)(=[O:13])=[O:12])(=[O:4])=[O:3].[H-].[Na+].[C:17]([O:25][NH:26][C:27]([O:29][C:30]([CH3:33])([CH3:32])[CH3:31])=[O:28])(=[O:24])[C:18]1[CH:23]=[CH:22][CH:21]=[CH:20][CH:19]=1. Given the product [CH3:1][S:2]([C:5]1[CH:10]=[CH:9][CH:8]=[CH:7][C:6]=1[S:11]([N:26]([O:25][C:17]([C:18]1[CH:23]=[CH:22][CH:21]=[CH:20][CH:19]=1)=[O:24])[C:27](=[O:28])[O:29][C:30]([CH3:33])([CH3:32])[CH3:31])(=[O:13])=[O:12])(=[O:4])=[O:3], predict the reactants needed to synthesize it. (2) The reactants are: [CH3:1][C:2]1[N:3]=[CH:4][C:5]([C:8]([OH:10])=O)=[N:6][CH:7]=1.CN(C(ON1N=NC2C=CC=NC1=2)=[N+](C)C)C.F[P-](F)(F)(F)(F)F.[CH:35]1[C:43]2[N:42]3[C:44]([C@@H:47]4[C@H:51]([CH3:52])[CH2:50][C@H:49]([NH2:53])[CH2:48]4)=[CH:45][N:46]=[C:41]3[CH:40]=[N:39][C:38]=2[NH:37][CH:36]=1. Given the product [CH:35]1[C:43]2[N:42]3[C:44]([C@@H:47]4[C@H:51]([CH3:52])[CH2:50][C@H:49]([NH:53][C:8]([C:5]5[CH:4]=[N:3][C:2]([CH3:1])=[CH:7][N:6]=5)=[O:10])[CH2:48]4)=[CH:45][N:46]=[C:41]3[CH:40]=[N:39][C:38]=2[NH:37][CH:36]=1, predict the reactants needed to synthesize it. (3) Given the product [CH3:20][CH:19]([C:16]1[CH:15]=[CH:14][C:13]([CH2:12][O:11][CH2:10][CH2:9][OH:8])=[CH:18][CH:17]=1)[CH2:21][CH2:22][CH2:23][CH2:24][CH2:25][CH2:26][CH2:27][CH2:28][CH2:29][CH2:30][CH2:31][CH2:32][CH2:33][CH3:34], predict the reactants needed to synthesize it. The reactants are: C([Si]([O:8][CH2:9][CH2:10][O:11][CH2:12][C:13]1[CH:18]=[CH:17][C:16]([CH:19]([CH2:21][CH2:22][CH2:23][CH2:24][CH2:25][CH2:26][CH2:27][CH2:28][CH2:29][CH2:30][CH2:31][CH2:32][CH2:33][CH3:34])[CH3:20])=[CH:15][CH:14]=1)(C)C)(C)(C)C.[F-].C([N+](CCCC)(CCCC)CCCC)CCC. (4) The reactants are: [CH3:1][C@@H:2]1[CH2:8][N:7]([CH2:9][CH2:10][CH2:11][N:12]2[CH2:17][CH2:16][CH2:15][CH2:14][CH2:13]2)[C:6](=[O:18])[CH2:5][CH2:4][NH:3]1.I[C:20]1[CH:25]=[CH:24][CH:23]=[CH:22][C:21]=1[C:26]([F:29])([F:28])[F:27]. Given the product [CH3:1][C@@H:2]1[CH2:8][N:7]([CH2:9][CH2:10][CH2:11][N:12]2[CH2:17][CH2:16][CH2:15][CH2:14][CH2:13]2)[C:6](=[O:18])[CH2:5][CH2:4][N:3]1[C:25]1[CH:24]=[CH:23][CH:22]=[C:21]([C:26]([F:29])([F:28])[F:27])[CH:20]=1, predict the reactants needed to synthesize it.